This data is from NCI-60 drug combinations with 297,098 pairs across 59 cell lines. The task is: Regression. Given two drug SMILES strings and cell line genomic features, predict the synergy score measuring deviation from expected non-interaction effect. (1) Drug 1: CC12CCC3C(C1CCC2=O)CC(=C)C4=CC(=O)C=CC34C. Cell line: NCI-H522. Drug 2: CC(C)NC(=O)C1=CC=C(C=C1)CNNC.Cl. Synergy scores: CSS=29.8, Synergy_ZIP=4.18, Synergy_Bliss=4.32, Synergy_Loewe=-11.3, Synergy_HSA=3.38. (2) Drug 1: CC1=C(C(=O)C2=C(C1=O)N3CC4C(C3(C2COC(=O)N)OC)N4)N. Drug 2: C1CN(P(=O)(OC1)NCCCl)CCCl. Cell line: M14. Synergy scores: CSS=25.8, Synergy_ZIP=0.310, Synergy_Bliss=2.56, Synergy_Loewe=-24.3, Synergy_HSA=1.41. (3) Drug 1: CC1=C2C(C(=O)C3(C(CC4C(C3C(C(C2(C)C)(CC1OC(=O)C(C(C5=CC=CC=C5)NC(=O)C6=CC=CC=C6)O)O)OC(=O)C7=CC=CC=C7)(CO4)OC(=O)C)O)C)OC(=O)C. Drug 2: CS(=O)(=O)CCNCC1=CC=C(O1)C2=CC3=C(C=C2)N=CN=C3NC4=CC(=C(C=C4)OCC5=CC(=CC=C5)F)Cl. Cell line: MDA-MB-435. Synergy scores: CSS=36.0, Synergy_ZIP=2.79, Synergy_Bliss=4.98, Synergy_Loewe=-44.4, Synergy_HSA=4.06.